Dataset: Full USPTO retrosynthesis dataset with 1.9M reactions from patents (1976-2016). Task: Predict the reactants needed to synthesize the given product. (1) Given the product [F:1][C:2]1[CH:7]=[CH:6][C:5]([C:8]([F:11])([F:10])[F:9])=[CH:4][C:3]=1[C:12]1[CH:16]=[C:15]([C:17]2[CH:26]=[CH:25][C:24]3[C:19](=[CH:20][CH:21]=[C:22]([O:27][CH3:28])[CH:23]=3)[CH:18]=2)[N:14]([C@H:29]([C:31]2[CH:32]=[CH:33][C:34]([C:35]([OH:37])=[O:36])=[CH:40][CH:41]=2)[CH3:30])[N:13]=1, predict the reactants needed to synthesize it. The reactants are: [F:1][C:2]1[CH:7]=[CH:6][C:5]([C:8]([F:11])([F:10])[F:9])=[CH:4][C:3]=1[C:12]1[CH:16]=[C:15]([C:17]2[CH:26]=[CH:25][C:24]3[C:19](=[CH:20][CH:21]=[C:22]([O:27][CH3:28])[CH:23]=3)[CH:18]=2)[N:14]([C@H:29]([C:31]2[CH:41]=[CH:40][C:34]([C:35]([O:37]CC)=[O:36])=[CH:33][CH:32]=2)[CH3:30])[N:13]=1.[OH-].[Na+]. (2) The reactants are: C(=O)([O-])[O-].[K+].[K+].O1CCOCC1.[CH:13]1([C:18]#[C:19][C:20]([C:22]2[N:27]=[C:26]([C:28]([O:30][CH3:31])=[O:29])[CH:25]=[CH:24][CH:23]=2)=[O:21])[CH2:17][CH2:16][CH2:15][CH2:14]1.CC1C=C(C)C=C(C)C=1S([O-])(=O)=O.[NH2:45][N+:46]1[CH:51]=[CH:50][CH:49]=[C:48]([O:52][CH3:53])[CH:47]=1. Given the product [CH:13]1([C:18]2[C:19]([C:20]([C:22]3[N:27]=[C:26]([C:28]([O:30][CH3:31])=[O:29])[CH:25]=[CH:24][CH:23]=3)=[O:21])=[C:51]3[CH:50]=[CH:49][C:48]([O:52][CH3:53])=[CH:47][N:46]3[N:45]=2)[CH2:17][CH2:16][CH2:15][CH2:14]1, predict the reactants needed to synthesize it.